Dataset: Reaction yield outcomes from USPTO patents with 853,638 reactions. Task: Predict the reaction yield, written as a fraction of the theoretical maximum amount of product (1.0 means a 100% yield; for example, 0.34 means a 34% yield). (1) The reactants are Cl.[NH2:2][OH:3].[OH-].[K+].[N:6]1[CH:11]=[CH:10][CH:9]=[C:8]([CH2:12][O:13][C:14]([NH:16][C:17]2[S:18][CH:19]=[C:20]([CH2:22][C:23]([O-:25])=O)[N:21]=2)=[O:15])[CH:7]=1.O. The catalyst is CO.CC(O)=O. The product is [N:6]1[CH:11]=[CH:10][CH:9]=[C:8]([CH2:12][O:13][C:14](=[O:15])[NH:16][C:17]2[S:18][CH:19]=[C:20]([CH2:22][C:23]([NH:2][OH:3])=[O:25])[N:21]=2)[CH:7]=1. The yield is 0.710. (2) The reactants are [Cl:1][C:2]1[N:7]=[CH:6][C:5]2[C@:8]3([C@H:34]([CH2:35][C:36]([CH3:39])([CH3:38])[CH3:37])[N:17]4[C@H:18]([CH3:33])[N:19]([C:22]5[CH:30]=[CH:29][C:25]([C:26]([NH2:28])=[O:27])=[CH:24][C:23]=5[O:31][CH3:32])[C:20](=[O:21])[C@H:16]4[C@@H:15]3[C:40]3[CH:45]=[CH:44][CH:43]=[C:42]([Cl:46])[C:41]=3[F:47])[C:9](=[O:14])[N:10](C(O)C)[C:4]=2[CH:3]=1.CCO.[OH-].[Na+]. The catalyst is CCOC(C)=O. The product is [Cl:1][C:2]1[N:7]=[CH:6][C:5]2[C@:8]3([C@H:34]([CH2:35][C:36]([CH3:39])([CH3:37])[CH3:38])[N:17]4[C@H:18]([CH3:33])[N:19]([C:22]5[CH:30]=[CH:29][C:25]([C:26]([NH2:28])=[O:27])=[CH:24][C:23]=5[O:31][CH3:32])[C:20](=[O:21])[C@H:16]4[C@@H:15]3[C:40]3[CH:45]=[CH:44][CH:43]=[C:42]([Cl:46])[C:41]=3[F:47])[C:9](=[O:14])[NH:10][C:4]=2[CH:3]=1. The yield is 0.560. (3) The reactants are [OH:1][N:2]1[C:6](=[O:7])[C@@H:5]([O:8][C:9](=[O:16])[C:10]2[CH:15]=[CH:14][CH:13]=[CH:12][CH:11]=2)[C@H:4]([O:17][C:18](=[O:25])[C:19]2[CH:24]=[CH:23][CH:22]=[CH:21][CH:20]=2)[C:3]1=[O:26].C(=O)(SC)O[O:29][CH:30]([O:34][C:35](=[O:39])[CH:36]([CH3:38])[CH3:37])[CH:31]([CH3:33])[CH3:32].[C:43](OO)(=[O:45])C. The product is [CH3:38][CH:36]([CH3:37])[C:35]([O:34][C@H:30]([O:29][C:43]([O:1][N:2]1[C:6](=[O:7])[C@@H:5]([O:8][C:9](=[O:16])[C:10]2[CH:11]=[CH:12][CH:13]=[CH:14][CH:15]=2)[C@H:4]([O:17][C:18](=[O:25])[C:19]2[CH:24]=[CH:23][CH:22]=[CH:21][CH:20]=2)[C:3]1=[O:26])=[O:45])[CH:31]([CH3:32])[CH3:33])=[O:39]. The yield is 0.250. The catalyst is ClCCl.C(O)(=O)C. (4) The reactants are [N:1]([CH:4]([C:8]1[N:17]([CH2:18][C:19]2[CH:24]=[CH:23][CH:22]=[CH:21][CH:20]=2)[C:16](=[O:25])[C:15]2[C:10](=[N:11][CH:12]=[CH:13][N:14]=2)[N:9]=1)[CH:5]([CH3:7])[CH3:6])=[N+]=[N-].C1(P(C2C=CC=CC=2)C2C=CC=CC=2)C=CC=CC=1. The catalyst is C1COCC1. The product is [NH2:1][CH:4]([C:8]1[N:17]([CH2:18][C:19]2[CH:24]=[CH:23][CH:22]=[CH:21][CH:20]=2)[C:16](=[O:25])[C:15]2[C:10](=[N:11][CH:12]=[CH:13][N:14]=2)[N:9]=1)[CH:5]([CH3:7])[CH3:6]. The yield is 0.760. (5) The reactants are [OH:1][CH:2]([CH:43]([CH3:45])[CH3:44])[CH2:3][O:4][C@H:5]1[CH2:10][CH2:9][C@H:8]([N:11]2[C:16](=[O:17])[C:15]([CH2:18][C:19]3[CH:24]=[CH:23][C:22]([C:25]4[CH:30]=[CH:29][CH:28]=[CH:27][C:26]=4[C:31]4[NH:35][C:34](=[O:36])[O:33][N:32]=4)=[CH:21][CH:20]=3)=[C:14]([CH2:37][CH2:38][CH3:39])[N:13]3[N:40]=[CH:41][CH:42]=[C:12]23)[CH2:7][CH2:6]1.CC(OI1(OC(C)=O)(OC(C)=O)OC(=O)C2C1=CC=CC=2)=O.C(OCC)(=O)C.S([O-])([O-])(=O)=S.[Na+].[Na+]. The catalyst is C(Cl)Cl.O. The product is [CH3:45][CH:43]([CH3:44])[C:2](=[O:1])[CH2:3][O:4][C@H:5]1[CH2:10][CH2:9][C@H:8]([N:11]2[C:16](=[O:17])[C:15]([CH2:18][C:19]3[CH:20]=[CH:21][C:22]([C:25]4[CH:30]=[CH:29][CH:28]=[CH:27][C:26]=4[C:31]4[NH:35][C:34](=[O:36])[O:33][N:32]=4)=[CH:23][CH:24]=3)=[C:14]([CH2:37][CH2:38][CH3:39])[N:13]3[N:40]=[CH:41][CH:42]=[C:12]23)[CH2:7][CH2:6]1. The yield is 0.250. (6) The product is [C:5]([C:9]1[NH:10][C:11]2[C:16]([CH:17]=1)=[CH:15][C:14]([N+:18]([O-:20])=[O:19])=[CH:13][C:12]=2[C:21]([O:23][CH3:24])=[O:22])([CH3:8])([CH3:6])[CH3:7]. The yield is 0.700. No catalyst specified. The reactants are O=S(Cl)Cl.[C:5]([C:9]1[NH:10][C:11]2[C:16]([CH:17]=1)=[CH:15][C:14]([N+:18]([O-:20])=[O:19])=[CH:13][C:12]=2[C:21]([OH:23])=[O:22])([CH3:8])([CH3:7])[CH3:6].[CH3:24]O.